This data is from Catalyst prediction with 721,799 reactions and 888 catalyst types from USPTO. The task is: Predict which catalyst facilitates the given reaction. (1) Product: [Cl:1][C:2]1[CH:7]=[C:6]([CH:23]=[CH2:24])[N:5]=[CH:4][C:3]=1[CH2:9][NH:10][C:11]1[C:16]([F:17])=[C:15]([O:18][CH3:19])[CH:14]=[C:13]([O:20][CH3:21])[C:12]=1[F:22]. The catalyst class is: 70. Reactant: [Cl:1][C:2]1[CH:7]=[C:6](Cl)[N:5]=[CH:4][C:3]=1[CH2:9][NH:10][C:11]1[C:16]([F:17])=[C:15]([O:18][CH3:19])[CH:14]=[C:13]([O:20][CH3:21])[C:12]=1[F:22].[CH3:23][C:24]1(C)C(C)(C)OB(C=C)O1.C(=O)([O-])[O-].[K+].[K+]. (2) Reactant: Cl[CH2:2][C:3]1[C:4]([C:8]2[CH:13]=[CH:12][C:11]([C:14]([F:17])([F:16])[F:15])=[CH:10][CH:9]=2)=[N:5][O:6][CH:7]=1.C(OCC)(=O)[CH2:19][C:20]([O:22]CC)=[O:21].[H-].[Na+].Cl. Product: [F:15][C:14]([F:17])([F:16])[C:11]1[CH:12]=[CH:13][C:8]([C:4]2[C:3]([CH2:2][CH2:19][C:20]([OH:22])=[O:21])=[CH:7][O:6][N:5]=2)=[CH:9][CH:10]=1. The catalyst class is: 7.